This data is from Experimentally validated miRNA-target interactions with 360,000+ pairs, plus equal number of negative samples. The task is: Binary Classification. Given a miRNA mature sequence and a target amino acid sequence, predict their likelihood of interaction. Result: 0 (no interaction). The miRNA is hsa-miR-4647 with sequence GAAGAUGGUGCUGUGCUGAGGAA. The protein sequence of the target gene is MKVSWPGENHWQVGPAVVESPAVGAPQVGGLPDVVPEGTLLNMVLKRMHRPRCCSYQLVFEHRRPSCIQGLRWTPLTNSEDSLDFRVSLEQATTEHVHKAGKLLHRHLLATYPTLIRDRKYHLRLYRHCCSGRELVDGILALGLGVHSRSQAVGICQVLLDEGALCHVKHDWTFQDRDAQFYRFPGPEPEPTGTQDVEEELVEAMALLSQRGPDALLTVALRKPPGQRTDEELDLIFEELLHIKAVAHLSNSVKRELAAVLLFEPHSKAGTVLFSQGDKGTSWYIIWKGSVNVVTHGKGL....